Dataset: hERG potassium channel inhibition data for cardiac toxicity prediction from Karim et al.. Task: Regression/Classification. Given a drug SMILES string, predict its toxicity properties. Task type varies by dataset: regression for continuous values (e.g., LD50, hERG inhibition percentage) or binary classification for toxic/non-toxic outcomes (e.g., AMES mutagenicity, cardiotoxicity, hepatotoxicity). Dataset: herg_karim. (1) The compound is O=C1OCCc2cc([C@@H]3CN4CCN(C(=O)Cc5cnc(-n6cnnn6)nc5)C[C@H]4CO3)ccc21. The result is 0 (non-blocker). (2) The drug is CCn1cc([C@@]2(c3nn(CC)c(=O)o3)N[C@@H](c3nc(-c4ccc(F)cn4)c[nH]3)Cc3c2[nH]c2ccccc32)cn1. The result is 1 (blocker). (3) The molecule is c1cccc(c12)cnnc2NN. The result is 0 (non-blocker). (4) The molecule is O=C(c1ccc(F)cc1)N1CCN(c2ccc(OCCCN3CCCCC3)cc2)C(=O)C1. The result is 0 (non-blocker).